This data is from HIV replication inhibition screening data with 41,000+ compounds from the AIDS Antiviral Screen. The task is: Binary Classification. Given a drug SMILES string, predict its activity (active/inactive) in a high-throughput screening assay against a specified biological target. (1) The drug is CC1OC(Oc2ccc3c(=O)c(-c4ccc(O)cc4)coc3c2)C(O)C(O)C1O. The result is 0 (inactive). (2) The drug is [Br-].c1ccc([P+](c2ccccc2)(c2ccccc2)c2ccc([P+](c3ccccc3)(c3ccccc3)c3ccccc3)cc2)cc1. The result is 0 (inactive). (3) The drug is C[PH](C)(C)[Ir-3]([ClH+])([NH+]1C=CC=C1)([PH](C)(C)C)[PH](C)(C)C. The result is 0 (inactive). (4) The compound is COC(=O)n1nnc2ncccc21. The result is 0 (inactive). (5) The compound is Nc1ccc(N=Nc2ccc(-c3ccc(N=Nc4c(S(=O)(=O)O)cc5cc(S(=O)(=O)O)c(N=Nc6ccc([N+](=O)[O-])cc6)c(N)c5c4O)cc3)cc2)c2cc(S(=O)(=O)O)ccc12. The result is 1 (active). (6) The molecule is Br.C=CCn1c(-c2ccc(Cl)cc2)csc1=Nc1ccccc1OC. The result is 0 (inactive).